From a dataset of Forward reaction prediction with 1.9M reactions from USPTO patents (1976-2016). Predict the product of the given reaction. (1) The product is: [CH3:20][C:21]1[CH:26]=[CH:25][N:24]=[CH:23][C:22]=1[C:2]1[C:11]2[CH2:10][CH2:9][CH2:8][CH2:7][C:6]=2[N:5]=[C:4]([O:12][CH2:13][C:14]2[CH:19]=[CH:18][CH:17]=[CH:16][N:15]=2)[CH:3]=1. Given the reactants Cl[C:2]1[C:11]2[CH2:10][CH2:9][CH2:8][CH2:7][C:6]=2[N:5]=[C:4]([O:12][CH2:13][C:14]2[CH:19]=[CH:18][CH:17]=[CH:16][N:15]=2)[CH:3]=1.[CH3:20][C:21]1[CH:26]=[CH:25][N:24]=[CH:23][C:22]=1B(O)O.C(Cl)Cl.C(=O)([O-])[O-].[K+].[K+], predict the reaction product. (2) The product is: [C:6]([NH:9][C:14]1[C:13]([F:18])=[CH:12][C:11]([Cl:10])=[CH:16][N:15]=1)(=[O:8])[CH3:7]. Given the reactants CN(C=O)C.[C:6]([NH2:9])(=[O:8])[CH3:7].[Cl:10][C:11]1[CH:12]=[C:13]([F:18])[C:14](F)=[N:15][CH:16]=1.Cl, predict the reaction product. (3) Given the reactants [OH-:1].[NH4+].[Na].S(=O)(=O)(O)O.[CH2:9]1[N:14]([C:15]2[N:20]=[C:19]([NH:21][C:22]3[CH:27]=[CH:26][C:25](/[CH:28]=[CH:29]/[C:30]4[CH:35]=[CH:34][C:33]([NH:36][C:37]5[N:42]=[C:41]([NH:43][C:44]6[CH:49]=[CH:48][CH:47]=[CH:46][CH:45]=6)[N:40]=[C:39]([N:50]6[CH2:55][CH2:54][O:53][CH2:52][CH2:51]6)[N:38]=5)=[CH:32][C:31]=4[S:56]([O-:59])(=[O:58])=[O:57])=[C:24]([S:60]([O-:63])(=[O:62])=[O:61])[CH:23]=3)[N:18]=[C:17]([NH:64][C:65]3[CH:70]=[CH:69][CH:68]=[CH:67][CH:66]=3)[N:16]=2)[CH2:13][CH2:12][O:11][CH2:10]1.[Na+].[Na+].C.[OH2:74], predict the reaction product. The product is: [CH:47]1[CH:46]=[CH:45][C:44]([NH:43][C:41]2[N:40]=[C:39]([N:50]([CH2:51][CH2:52][OH:1])[CH2:55][CH2:54][OH:53])[N:38]=[C:37]([NH:36][C:33]3[CH:34]=[CH:35][C:30](/[CH:29]=[CH:28]/[C:25]4[CH:26]=[CH:27][C:22]([NH:21][C:19]5[N:18]=[C:17]([NH:64][C:65]6[CH:70]=[CH:69][CH:68]=[CH:67][CH:66]=6)[N:16]=[C:15]([N:14]([CH2:9][CH2:10][OH:11])[CH2:13][CH2:12][OH:74])[N:20]=5)=[CH:23][C:24]=4[S:60]([OH:63])(=[O:61])=[O:62])=[C:31]([S:56]([OH:59])(=[O:57])=[O:58])[CH:32]=3)[N:42]=2)=[CH:49][CH:48]=1. (4) Given the reactants C(N(CC)CC)C.[Cl:8][C:9]1[C:14]([N+:15]([O-:17])=[O:16])=[C:13](Cl)[C:12]([CH3:19])=[C:11]([CH3:20])[N:10]=1.N[CH2:22][CH2:23][CH2:24][CH2:25][OH:26], predict the reaction product. The product is: [Cl:8][CH:9]1[C:14]([N+:15]([O-:17])=[O:16])=[CH:13][C:12]([CH3:19])=[C:11]([CH3:20])[N:10]1[CH2:22][CH2:23][CH2:24][CH2:25][OH:26]. (5) Given the reactants [CH2:1]([O:3][CH2:4][CH2:5][C:6]([OH:8])=O)[CH3:2].CS([N:13]1[C:17]2[CH:18]=[CH:19][CH:20]=[CH:21][C:16]=2[N:15]=[N:14]1)(=O)=O.C(N(CC)CC)C, predict the reaction product. The product is: [CH2:1]([O:3][CH2:4][CH2:5][C:6]([N:13]1[C:17]2[CH:18]=[CH:19][CH:20]=[CH:21][C:16]=2[N:15]=[N:14]1)=[O:8])[CH3:2]. (6) The product is: [Cl:1][C:2]1[S:6][C:5]([C:7]([NH:9][CH2:10][C@@H:11]2[O:15][C:14](=[O:16])[N:13]([C:17]3[CH:18]=[CH:19][C:20]([N:23]4[CH2:28][CH2:27][O:26][CH2:25][C:24]4=[O:29])=[CH:21][CH:22]=3)[CH2:12]2)=[O:8])=[CH:4][CH:3]=1. Given the reactants [Cl:1][C:2]1[S:6][C:5]([C:7]([N:9](C(CC(C)(C)C)(C)C)[CH2:10][C@@H:11]2[O:15][C:14](=[O:16])[N:13]([C:17]3[CH:22]=[CH:21][C:20]([N:23]4[CH2:28][CH2:27][O:26][CH2:25][C:24]4=[O:29])=[CH:19][CH:18]=3)[CH2:12]2)=[O:8])=[CH:4][CH:3]=1.Cl, predict the reaction product. (7) Given the reactants [CH3:1][C:2]1[N:6]([C:7]2[CH:12]=[CH:11][CH:10]=[CH:9][CH:8]=2)[N:5]=[CH:4][C:3]=1[C:13]([NH:15][C:16]1[CH:21]=[CH:20][C:19]([C@@H:22]2[O:27][CH2:26][CH2:25][N:24](C(OC(C)(C)C)=O)[CH2:23]2)=[CH:18][CH:17]=1)=[O:14].[ClH:35].O1CCOCC1, predict the reaction product. The product is: [ClH:35].[CH3:1][C:2]1[N:6]([C:7]2[CH:8]=[CH:9][CH:10]=[CH:11][CH:12]=2)[N:5]=[CH:4][C:3]=1[C:13]([NH:15][C:16]1[CH:21]=[CH:20][C:19]([C@@H:22]2[O:27][CH2:26][CH2:25][NH:24][CH2:23]2)=[CH:18][CH:17]=1)=[O:14].